Dataset: Catalyst prediction with 721,799 reactions and 888 catalyst types from USPTO. Task: Predict which catalyst facilitates the given reaction. (1) Reactant: [CH3:1]S(O)(=O)=O.C(OC([N:13]1[CH2:21][CH2:20][CH2:19][C@H:15]([C:16]([OH:18])=[O:17])[CH2:14]1)=O)(C)(C)C. Product: [NH:13]1[CH2:21][CH2:20][CH2:19][C@H:15]([C:16]([O:18][CH3:1])=[O:17])[CH2:14]1. The catalyst class is: 5. (2) Reactant: C(OC([NH:8][CH:9]([C:28]1[CH:33]=[CH:32][CH:31]=[CH:30][CH:29]=1)[C:10]1[CH:11]=[C:12]([CH:25]=[CH:26][CH:27]=1)[O:13][CH2:14][C:15]1[CH:24]=[CH:23][C:18]([C:19]([O:21][CH3:22])=[O:20])=[CH:17][CH:16]=1)=O)(C)(C)C.[ClH:34].O1CCOCC1. Product: [ClH:34].[NH2:8][CH:9]([C:28]1[CH:29]=[CH:30][CH:31]=[CH:32][CH:33]=1)[C:10]1[CH:11]=[C:12]([CH:25]=[CH:26][CH:27]=1)[O:13][CH2:14][C:15]1[CH:24]=[CH:23][C:18]([C:19]([O:21][CH3:22])=[O:20])=[CH:17][CH:16]=1. The catalyst class is: 5.